Task: Regression. Given two drug SMILES strings and cell line genomic features, predict the synergy score measuring deviation from expected non-interaction effect.. Dataset: NCI-60 drug combinations with 297,098 pairs across 59 cell lines Drug 1: C1=NC2=C(N=C(N=C2N1C3C(C(C(O3)CO)O)O)F)N. Drug 2: CN1C2=C(C=C(C=C2)N(CCCl)CCCl)N=C1CCCC(=O)O.Cl. Cell line: SF-539. Synergy scores: CSS=4.77, Synergy_ZIP=0.547, Synergy_Bliss=2.57, Synergy_Loewe=-1.40, Synergy_HSA=-1.36.